This data is from Full USPTO retrosynthesis dataset with 1.9M reactions from patents (1976-2016). The task is: Predict the reactants needed to synthesize the given product. (1) Given the product [CH:9]1([NH:14][C:2]2[C:7]([I:8])=[CH:6][CH:5]=[CH:4][N:3]=2)[CH2:13][CH2:12][CH2:11][CH2:10]1, predict the reactants needed to synthesize it. The reactants are: F[C:2]1[C:7]([I:8])=[CH:6][CH:5]=[CH:4][N:3]=1.[CH:9]1([NH2:14])[CH2:13][CH2:12][CH2:11][CH2:10]1.C(N(C(C)C)CC)(C)C. (2) Given the product [CH3:16][N:17]([CH3:25])[CH:18]1[CH2:23][CH2:22][CH:21]([N:1]([CH2:12][CH3:13])[C:2]2[S:6][CH:5]=[C:4]([C:7]([O:9][CH3:10])=[O:8])[C:3]=2[CH3:11])[CH2:20][CH2:19]1, predict the reactants needed to synthesize it. The reactants are: [NH2:1][C:2]1[S:6][CH:5]=[C:4]([C:7]([O:9][CH3:10])=[O:8])[C:3]=1[CH3:11].[C:12](O)(=O)[CH3:13].[CH3:16][N:17]([CH3:25])[CH:18]1[CH2:23][CH2:22][C:21](=O)[CH2:20][CH2:19]1.[BH-](OC(C)=O)(OC(C)=O)OC(C)=O.[Na+].C(=O)C.